From a dataset of Choline transporter screen with 302,306 compounds. Binary Classification. Given a drug SMILES string, predict its activity (active/inactive) in a high-throughput screening assay against a specified biological target. (1) The compound is S(c1n(nnn1)c1cc2OCCOc2cc1)CC(O)=O. The result is 0 (inactive). (2) The molecule is OC1(c2c(N(C1=O)C)cccc2)CC(=O)c1cc2OCOc2cc1. The result is 0 (inactive). (3) The drug is Oc1c(NC(=O)NC(=O)c2ccccc2)cccc1. The result is 0 (inactive). (4) The drug is S1(=O)(=O)CC(NC(=O)CSc2n(c(nn2)COc2c(F)cccc2)c2ccccc2)CC1. The result is 0 (inactive). (5) The compound is Clc1c(CC(=O)Nc2sc(nn2)CCOCC)c(F)ccc1. The result is 0 (inactive). (6) The compound is O(c1cc(C(=O)Nc2ccc(cc2)C(O)=O)ccc1)C. The result is 0 (inactive).